Dataset: Peptide-MHC class II binding affinity with 134,281 pairs from IEDB. Task: Regression. Given a peptide amino acid sequence and an MHC pseudo amino acid sequence, predict their binding affinity value. This is MHC class II binding data. (1) The peptide sequence is KGSNDHYLALLVKYA. The MHC is HLA-DPA10201-DPB10101 with pseudo-sequence HLA-DPA10201-DPB10101. The binding affinity (normalized) is 0.515. (2) The peptide sequence is PADKYKTLEAAFTVS. The MHC is HLA-DPA10301-DPB10402 with pseudo-sequence HLA-DPA10301-DPB10402. The binding affinity (normalized) is 0.194.